From a dataset of Reaction yield outcomes from USPTO patents with 853,638 reactions. Predict the reaction yield, written as a fraction of the theoretical maximum amount of product (1.0 means a 100% yield; for example, 0.34 means a 34% yield). The reactants are [CH3:1][C:2]1[N:3]=[CH:4][NH:5][CH:6]=1.[CH2:7](Br)[CH:8]=[CH2:9].C(N(CC)C(C)C)(C)C. The catalyst is CN(C=O)C. The product is [CH2:9]([N:5]1[CH:6]=[C:2]([CH3:1])[N:3]=[CH:4]1)[CH:8]=[CH2:7]. The yield is 0.400.